Dataset: Catalyst prediction with 721,799 reactions and 888 catalyst types from USPTO. Task: Predict which catalyst facilitates the given reaction. (1) Reactant: Cl[C:2]1[N:7]=[CH:6][N:5]=[C:4]([N:8]([CH2:19][C:20]2[CH:25]=[CH:24][C:23]([O:26][CH3:27])=[CH:22][CH:21]=2)[CH2:9][CH2:10][CH2:11][C:12]([O:14][C:15]([CH3:18])([CH3:17])[CH3:16])=[O:13])[C:3]=1[CH:28]=[O:29].[NH2:30][C:31]1[CH:50]=[CH:49][C:34]([O:35][C:36]2[CH:37]=[C:38]([CH:46]=[CH:47][CH:48]=2)[C:39]([NH:41][C:42]([CH3:45])([CH3:44])[CH3:43])=[O:40])=[C:33]([Cl:51])[CH:32]=1.C(=O)([O-])[O-].[Na+].[Na+].O. Product: [C:15]([O:14][C:12](=[O:13])[CH2:11][CH2:10][CH2:9][N:8]([C:4]1[C:3]([CH:28]=[O:29])=[C:2]([NH:30][C:31]2[CH:50]=[CH:49][C:34]([O:35][C:36]3[CH:48]=[CH:47][CH:46]=[C:38]([C:39]([NH:41][C:42]([CH3:44])([CH3:43])[CH3:45])=[O:40])[CH:37]=3)=[C:33]([Cl:51])[CH:32]=2)[N:7]=[CH:6][N:5]=1)[CH2:19][C:20]1[CH:21]=[CH:22][C:23]([O:26][CH3:27])=[CH:24][CH:25]=1)([CH3:18])([CH3:17])[CH3:16]. The catalyst class is: 9. (2) Reactant: [O:1]1[C:5]([C:6]2[CH:11]=[CH:10][C:9]([C@@H:12]3[C@@H:14]([C:15]4[CH:20]=[CH:19][CH:18]=[CH:17][CH:16]=4)[C@H:13]3[C:21]([O:23][CH3:24])=[O:22])=[CH:8][CH:7]=2)=[CH:4][N:3]=[CH:2]1.C(O)(=O)C(C)(C)C.CC(C)([O-])C.[K+].CC(O[C:42]1[CH:47]=[CH:46][CH:45]=[C:44](OC(C)C)[C:43]=1[C:42]1[C:47](P(C2CCCCC2)C2CCCCC2)=[CH:46][CH:45]=[CH:44][CH:43]=1)C.BrC1C=CC=CC=1.Cl. Product: [CH3:24][O:23][C:21]([C@H:13]1[C@H:12]([C:9]2[CH:8]=[CH:7][C:6]([C:5]3[O:1][C:2]([C:42]4[CH:47]=[CH:46][CH:45]=[CH:44][CH:43]=4)=[N:3][CH:4]=3)=[CH:11][CH:10]=2)[C@H:14]1[C:15]1[CH:16]=[CH:17][CH:18]=[CH:19][CH:20]=1)=[O:22]. The catalyst class is: 222. (3) Reactant: C([S:4][CH:5]1[CH2:10][CH2:9][N:8]([CH:11]([C:17]2[CH:22]=[CH:21][CH:20]=[CH:19][C:18]=2[F:23])[C:12]([CH:14]2[CH2:16][CH2:15]2)=[O:13])[CH2:7]/[C:6]/1=[CH:24]\[C:25]1[N:26]=[N:27][N:28]([CH2:30][CH2:31][CH2:32][C:33]([O:35][CH2:36][CH3:37])=[O:34])[N:29]=1)(=O)C.[ClH:38]. Product: [ClH:38].[CH:14]1([C:12](=[O:13])[CH:11]([N:8]2[CH2:9][CH2:10][CH:5]([SH:4])/[C:6](=[CH:24]/[C:25]3[N:26]=[N:27][N:28]([CH2:30][CH2:31][CH2:32][C:33]([O:35][CH2:36][CH3:37])=[O:34])[N:29]=3)/[CH2:7]2)[C:17]2[CH:22]=[CH:21][CH:20]=[CH:19][C:18]=2[F:23])[CH2:15][CH2:16]1. The catalyst class is: 8. (4) Reactant: [NH2:1][C:2]1[C:10]2[O:9][C:8](=[O:11])[NH:7][C:6]=2[CH:5]=[CH:4][CH:3]=1.[CH2:12]([O:14][C:15]1[C:16](=O)[C:17](=[O:22])[C:18]=1[O:19]CC)[CH3:13]. Product: [CH2:12]([O:14][C:15]1[C:18](=[O:19])[C:17](=[O:22])[C:16]=1[NH:1][C:2]1[C:10]2[O:9][C:8](=[O:11])[NH:7][C:6]=2[CH:5]=[CH:4][CH:3]=1)[CH3:13]. The catalyst class is: 8.